From a dataset of Catalyst prediction with 721,799 reactions and 888 catalyst types from USPTO. Predict which catalyst facilitates the given reaction. (1) Reactant: [C:1]([O:5][C:6]([NH:8][CH2:9][CH:10]([C:14]1[CH:18]=[CH:17][S:16][CH:15]=1)[C:11]([OH:13])=O)=[O:7])([CH3:4])([CH3:3])[CH3:2].C(Cl)CCl.[NH2:23][C:24]1[CH:25]=[C:26]2[C:31](=[CH:32][CH:33]=1)[CH:30]=[N:29][CH:28]=[CH:27]2.C([O-])(O)=O.[Na+]. Product: [CH:30]1[C:31]2[C:26](=[CH:25][C:24]([NH:23][C:11](=[O:13])[CH:10]([C:14]3[CH:18]=[CH:17][S:16][CH:15]=3)[CH2:9][NH:8][C:6](=[O:7])[O:5][C:1]([CH3:2])([CH3:3])[CH3:4])=[CH:33][CH:32]=2)[CH:27]=[CH:28][N:29]=1. The catalyst class is: 383. (2) Reactant: F[C:2]1[CH:7]=[CH:6][C:5]([I:8])=[CH:4][N:3]=1.C(=O)([O-])[O-].[K+].[K+].[CH3:15][C:16]1([NH:21][C:22](=[O:28])[O:23][C:24]([CH3:27])([CH3:26])[CH3:25])[CH2:20][CH2:19][NH:18][CH2:17]1.O. Product: [C:24]([O:23][C:22](=[O:28])[NH:21][C:16]1([CH3:15])[CH2:20][CH2:19][N:18]([C:2]2[CH:7]=[CH:6][C:5]([I:8])=[CH:4][N:3]=2)[CH2:17]1)([CH3:27])([CH3:25])[CH3:26]. The catalyst class is: 16. (3) Reactant: [CH3:1][C:2]1[CH:3]=[C:4]([CH:20]=[CH:21][C:22]=1[N+:23]([O-:25])=[O:24])[CH2:5][NH:6][C:7]([NH:9][C:10]1[CH:15]=[CH:14][C:13]([C:16]([F:19])([F:18])[F:17])=[CH:12][CH:11]=1)=[O:8].[C:26](Cl)(=[O:30])[C:27](Cl)=[O:28]. Product: [CH3:1][C:2]1[CH:3]=[C:4]([CH:20]=[CH:21][C:22]=1[N+:23]([O-:25])=[O:24])[CH2:5][N:6]1[C:27](=[O:28])[C:26](=[O:30])[N:9]([C:10]2[CH:11]=[CH:12][C:13]([C:16]([F:19])([F:18])[F:17])=[CH:14][CH:15]=2)[C:7]1=[O:8]. The catalyst class is: 4. (4) Reactant: [Cl:1][C:2]1[CH:3]=[C:4]([C:6]([F:10])=[CH:7][C:8]=1[Cl:9])[NH2:5].Cl[C:12]1[C:21]2[C:16](=[CH:17][C:18]([F:25])=[C:19]([N+:22]([O-:24])=[O:23])[CH:20]=2)[N:15]=[CH:14][N:13]=1. Product: [Cl:1][C:2]1[CH:3]=[C:4]([NH:5][C:12]2[C:21]3[C:16](=[CH:17][C:18]([F:25])=[C:19]([N+:22]([O-:24])=[O:23])[CH:20]=3)[N:15]=[CH:14][N:13]=2)[C:6]([F:10])=[CH:7][C:8]=1[Cl:9]. The catalyst class is: 32. (5) Reactant: FC1[CH:3]=[C:4]([C:8]2[N:9]=[C:10]([C:16]3[C:17]([CH3:25])=[N:18][N:19]4[CH:24]=[CH:23][CH:22]=[CH:21][C:20]=34)[S:11][C:12]=2[C:13](N)=[O:14])[CH:5]=[CH:6]C=1.[O:26]1C=CC(B(O)O)=[CH:27]1.C(=O)([O-])[O-:35].[Cs+].[Cs+].COCCOC. Product: [O:35]1[CH:6]=[CH:5][C:4]([C:8]2[N:9]=[C:10]([C:16]3[C:17]([CH3:25])=[N:18][N:19]4[CH:24]=[CH:23][CH:22]=[CH:21][C:20]=34)[S:11][C:12]=2[C:13]([O:26][CH3:27])=[O:14])=[CH:3]1. The catalyst class is: 6. (6) Reactant: Br[CH2:2][CH2:3][CH2:4][O:5][C:6]1[CH:11]=[C:10]([Cl:12])[CH:9]=[CH:8][C:7]=1[NH:13][C:14]1[N:18]([CH3:19])[C:17]2[C:20]([N:24]([CH2:28][CH2:29][CH3:30])[CH2:25][CH2:26][CH3:27])=[CH:21][CH:22]=[CH:23][C:16]=2[N:15]=1.CS(C)=O.[C-:35]#[N:36].[K+]. Product: [Cl:12][C:10]1[CH:9]=[CH:8][C:7]([NH:13][C:14]2[N:18]([CH3:19])[C:17]3[C:20]([N:24]([CH2:28][CH2:29][CH3:30])[CH2:25][CH2:26][CH3:27])=[CH:21][CH:22]=[CH:23][C:16]=3[N:15]=2)=[C:6]([CH:11]=1)[O:5][CH2:4][CH2:3][CH2:2][C:35]#[N:36]. The catalyst class is: 6. (7) Reactant: [Br:1][C:2]1[CH:3]=[C:4]2[C:8](=[CH:9][CH:10]=1)[NH:7][C:6]1[CH2:11][NH:12][CH2:13][CH2:14][C:5]2=1.C1COCC1.[CH3:20][C:21]([O:24][C:25](O[C:25]([O:24][C:21]([CH3:23])([CH3:22])[CH3:20])=[O:26])=[O:26])([CH3:23])[CH3:22]. Product: [Br:1][C:2]1[CH:3]=[C:4]2[C:8](=[CH:9][CH:10]=1)[NH:7][C:6]1[CH2:11][N:12]([C:25]([O:24][C:21]([CH3:23])([CH3:22])[CH3:20])=[O:26])[CH2:13][CH2:14][C:5]2=1. The catalyst class is: 2. (8) Reactant: [N+:1]([C:4]1[CH:5]=[N:6][N:7]([C:9]2([CH2:13][OH:14])[CH2:12][CH2:11][CH2:10]2)[CH:8]=1)([O-])=O. Product: [NH2:1][C:4]1[CH:5]=[N:6][N:7]([C:9]2([CH2:13][OH:14])[CH2:12][CH2:11][CH2:10]2)[CH:8]=1. The catalyst class is: 178. (9) Reactant: [CH3:1][O:2][C:3]1[CH:8]=[CH:7][CH:6]=[C:5]([O:9][CH2:10][CH:11]2[CH2:13][O:12]2)[C:4]=1[NH:14]C(=O)C.[H-].[Na+]. Product: [CH3:1][O:2][C:3]1[C:4]2[NH:14][CH:11]([CH2:13][OH:12])[CH2:10][O:9][C:5]=2[CH:6]=[CH:7][CH:8]=1. The catalyst class is: 9. (10) Product: [NH2:1][C:2]1[CH:3]=[CH:4][C:5]2[C:6]3[N:14]=[C:13]([Br:15])[CH:12]=[C:11]([C:16]([NH2:20])=[O:18])[C:7]=3[NH:8][C:9]=2[CH:10]=1. The catalyst class is: 5. Reactant: [NH2:1][C:2]1[CH:3]=[CH:4][C:5]2[C:6]3[N:14]=[C:13]([Br:15])[CH:12]=[C:11]([C:16]([O:18]C)=O)[C:7]=3[NH:8][C:9]=2[CH:10]=1.[NH3:20].